From a dataset of Full USPTO retrosynthesis dataset with 1.9M reactions from patents (1976-2016). Predict the reactants needed to synthesize the given product. (1) Given the product [CH2:1]([O:8][CH2:9][CH2:10][C:11]1[NH:15][C:14]2=[C:16]([C:17]#[N:18])[C:24]([CH3:26])=[C:23]([C:27]3[CH:32]=[CH:31][CH:30]=[CH:29][CH:28]=3)[C:22](=[O:21])[N:13]2[N:12]=1)[C:2]1[CH:7]=[CH:6][CH:5]=[CH:4][CH:3]=1, predict the reactants needed to synthesize it. The reactants are: [CH2:1]([O:8][CH2:9][CH2:10][C:11]1[N:15]=[C:14]([CH2:16][C:17]#[N:18])[NH:13][N:12]=1)[C:2]1[CH:7]=[CH:6][CH:5]=[CH:4][CH:3]=1.C([O:21][C:22](=O)[CH:23]([C:27]1[CH:32]=[CH:31][CH:30]=[CH:29][CH:28]=1)[C:24]([CH3:26])=O)C.C([O-])(=O)C.[NH4+]. (2) Given the product [NH2:23][C@H:18]1[C@H:19]([F:22])[CH2:20][O:21][C@H:15]([C:14]2[N:13]([CH3:31])[N:12]=[CH:11][C:10]=2[NH:9][C:7]([C:5]2[N:6]=[C:2]([C:39]3[C:34]([O:33][CH3:32])=[N:35][CH:36]=[CH:37][CH:38]=3)[S:3][CH:4]=2)=[O:8])[CH2:16][CH2:17]1, predict the reactants needed to synthesize it. The reactants are: Br[C:2]1[S:3][CH:4]=[C:5]([C:7]([NH:9][C:10]2[CH:11]=[N:12][N:13]([CH3:31])[C:14]=2[C@H:15]2[O:21][CH2:20][C@@H:19]([F:22])[C@H:18]([NH:23]C(=O)OC(C)(C)C)[CH2:17][CH2:16]2)=[O:8])[N:6]=1.[CH3:32][O:33][C:34]1[C:39](B(O)O)=[CH:38][CH:37]=[CH:36][N:35]=1. (3) Given the product [Cl:34][C:28]1[CH:29]=[CH:30][CH:31]=[C:32]([F:33])[C:27]=1[CH2:26][S:25][C:4]1[N:5]([C:18]2[CH:23]=[CH:22][C:21]([F:24])=[CH:20][CH:19]=2)[C:6]([C:7]([C:10]2[CH:15]=[CH:14][C:13]([Cl:16])=[C:12]([Cl:17])[CH:11]=2)([CH3:9])[CH3:8])=[C:2]([C:35]2[CH:40]=[CH:39][CH:38]=[CH:37][CH:36]=2)[N:3]=1, predict the reactants needed to synthesize it. The reactants are: Br[C:2]1[N:3]=[C:4]([S:25][CH2:26][C:27]2[C:32]([F:33])=[CH:31][CH:30]=[CH:29][C:28]=2[Cl:34])[N:5]([C:18]2[CH:23]=[CH:22][C:21]([F:24])=[CH:20][CH:19]=2)[C:6]=1[C:7]([C:10]1[CH:15]=[CH:14][C:13]([Cl:16])=[C:12]([Cl:17])[CH:11]=1)([CH3:9])[CH3:8].[C:35]1(B(O)O)[CH:40]=[CH:39][CH:38]=[CH:37][CH:36]=1.COC1C=CC=CC=1P(C1C=CC=CC=1OC)C1C=CC=CC=1OC.[O-]P([O-])([O-])=O.[K+].[K+].[K+]. (4) Given the product [SH:5][C:6]1[CH:7]=[C:8]([CH:11]=[C:12]([SH:14])[CH:13]=1)[C:9]#[N:10], predict the reactants needed to synthesize it. The reactants are: CN(C)C([S:5][C:6]1[CH:7]=[C:8]([CH:11]=[C:12]([S:14]C(=O)N(C)C)[CH:13]=1)[C:9]#[N:10])=O.[OH-].[Na+]. (5) The reactants are: [H-].[Na+].[CH3:3][O:4][C:5](=[O:13])[C:6]1[CH:11]=[C:10](O)[CH:9]=[N:8][CH:7]=1.IC.CN(C)[CH:18]=[O:19]. Given the product [CH3:3][O:4][C:5](=[O:13])[C:6]1[CH:11]=[CH:10][C:9]([O:19][CH3:18])=[N:8][CH:7]=1, predict the reactants needed to synthesize it. (6) Given the product [NH2:18][C:6]1[C:7]([Cl:17])=[C:8]([CH2:15][N:20]2[CH2:23][CH:22]([NH:24][C:25]([O:26][C:27]([CH3:30])([CH3:29])[CH3:28])=[O:31])[CH2:21]2)[C:9]([C:11]([F:12])([F:13])[F:14])=[CH:10][C:5]=1[C:4]([OH:3])=[O:19], predict the reactants needed to synthesize it. The reactants are: C([O:3][C:4](=[O:19])[C:5]1[CH:10]=[C:9]([C:11]([F:14])([F:13])[F:12])[C:8]([CH:15]=O)=[C:7]([Cl:17])[C:6]=1[NH2:18])C.[NH:20]1[CH2:23][CH:22]([NH:24][C:25](=[O:31])[O:26][C:27]([CH3:30])([CH3:29])[CH3:28])[CH2:21]1. (7) Given the product [CH3:29][O:11][C:10](=[O:12])[C@@H:9]([NH:8][C:6]([O:5][C:1]([CH3:4])([CH3:2])[CH3:3])=[O:7])[CH2:13][C:14]1[CH:19]=[CH:18][C:17]([O:20][C:21]2[CH:26]=[CH:25][C:24]([CH:27]=[O:28])=[CH:23][CH:22]=2)=[CH:16][CH:15]=1, predict the reactants needed to synthesize it. The reactants are: [C:1]([O:5][C:6]([NH:8][C@@H:9]([CH2:13][C:14]1[CH:19]=[CH:18][C:17]([O:20][C:21]2[CH:26]=[CH:25][C:24]([CH:27]=[O:28])=[CH:23][CH:22]=2)=[CH:16][CH:15]=1)[C:10]([OH:12])=[O:11])=[O:7])([CH3:4])([CH3:3])[CH3:2].[C:29]([O-])(O)=O.[Na+].IC.C(Cl)(Cl)Cl.CO. (8) Given the product [CH2:1]([S:3]([C:6]1[CH:11]=[CH:10][C:9]([O:12][C:13]([F:15])([F:16])[F:14])=[CH:8][C:7]=1[NH:17][NH:18][C:32]([C:31]1[CH:35]=[CH:36][C:28]([CH2:27][N:23]2[CH2:24][CH2:25][CH2:26][C@H:21]([N:20]([CH3:19])[C:41](=[O:42])[O:43][C:44]([CH3:47])([CH3:46])[CH3:45])[CH2:22]2)=[C:29]([C:37]([F:40])([F:38])[F:39])[CH:30]=1)=[O:33])(=[O:5])=[O:4])[CH3:2], predict the reactants needed to synthesize it. The reactants are: [CH2:1]([S:3]([C:6]1[CH:11]=[CH:10][C:9]([O:12][C:13]([F:16])([F:15])[F:14])=[CH:8][C:7]=1[NH:17][NH2:18])(=[O:5])=[O:4])[CH3:2].[CH3:19][N:20]([C:41]([O:43][C:44]([CH3:47])([CH3:46])[CH3:45])=[O:42])[C@H:21]1[CH2:26][CH2:25][CH2:24][N:23]([CH2:27][C:28]2[CH:36]=[CH:35][C:31]([C:32](O)=[O:33])=[CH:30][C:29]=2[C:37]([F:40])([F:39])[F:38])[CH2:22]1.